From a dataset of Forward reaction prediction with 1.9M reactions from USPTO patents (1976-2016). Predict the product of the given reaction. (1) Given the reactants CCN(C(C)C)C(C)C.[C:21]([O:20][C:18](O[C:18]([O:20][C:21]([CH3:24])([CH3:23])[CH3:22])=[O:19])=[O:19])([CH3:24])([CH3:23])[CH3:22].[F:25][C:26]1[CH:31]=[CH:30][C:29]([CH:32]2[NH:37][C:36](=[O:38])[C:35]3([CH2:44][O:43][CH2:42][CH2:41][O:40][CH2:39]3)[NH:34][CH2:33]2)=[CH:28][CH:27]=1, predict the reaction product. The product is: [C:21]([O:20][C:18]([N:34]1[C:35]2([CH2:44][O:43][CH2:42][CH2:41][O:40][CH2:39]2)[C:36](=[O:38])[NH:37][CH:32]([C:29]2[CH:30]=[CH:31][C:26]([F:25])=[CH:27][CH:28]=2)[CH2:33]1)=[O:19])([CH3:22])([CH3:23])[CH3:24]. (2) Given the reactants Cl.[CH3:2][C:3]1[CH:7]=[C:6]([CH2:8][NH2:9])[O:5][N:4]=1.[OH-].[K+].CO.[F:14][C:15]1[CH:37]=[CH:36][CH:35]=[CH:34][C:16]=1[O:17][C:18]1[C:31](=[O:32])[N:30]([CH3:33])[C:21]2[N:22]=[C:23](S(C)(=O)=O)[N:24]=[CH:25][C:20]=2[CH:19]=1, predict the reaction product. The product is: [F:14][C:15]1[CH:37]=[CH:36][CH:35]=[CH:34][C:16]=1[O:17][C:18]1[C:31](=[O:32])[N:30]([CH3:33])[C:21]2[N:22]=[C:23]([NH:9][CH2:8][C:6]3[O:5][N:4]=[C:3]([CH3:2])[CH:7]=3)[N:24]=[CH:25][C:20]=2[CH:19]=1. (3) Given the reactants [Cl:1][C:2]1[CH:3]=[C:4]([C:9]2([C:26]([F:29])([F:28])[F:27])[O:13][N:12]=[C:11]([C:14]3[N:19]=[C:18]([CH3:20])[C:17]([C:21]([O:23]CC)=[O:22])=[CH:16][N:15]=3)[CH2:10]2)[CH:5]=[C:6]([Cl:8])[CH:7]=1.[OH-].[Na+].Cl, predict the reaction product. The product is: [Cl:8][C:6]1[CH:5]=[C:4]([C:9]2([C:26]([F:29])([F:27])[F:28])[O:13][N:12]=[C:11]([C:14]3[N:19]=[C:18]([CH3:20])[C:17]([C:21]([OH:23])=[O:22])=[CH:16][N:15]=3)[CH2:10]2)[CH:3]=[C:2]([Cl:1])[CH:7]=1. (4) Given the reactants IC.[F:3][C:4]1[CH:5]=[C:6]([SH:11])[CH:7]=[CH:8][C:9]=1[F:10].[C:12](=O)([O-])[O-].[K+].[K+], predict the reaction product. The product is: [F:3][C:4]1[CH:5]=[C:6]([S:11][CH3:12])[CH:7]=[CH:8][C:9]=1[F:10]. (5) Given the reactants [NH:1]1[CH2:5][CH2:4][C@H:3]([NH:6][C:7]2[N:16]=[C:15]([N:17]3[CH2:22][CH2:21][N:20]([C:23]([O:25][C:26]([CH3:29])([CH3:28])[CH3:27])=[O:24])[CH2:19][CH2:18]3)[C:14]3[C:9](=[CH:10][CH:11]=[CH:12][CH:13]=3)[N:8]=2)[CH2:2]1.[Cl:30][C:31]1[CH:36]=[CH:35][C:34]([CH2:37][C:38](O)=[O:39])=[CH:33][CH:32]=1.C1C=CC2N(O)N=NC=2C=1.CCN=C=NCCCN(C)C.Cl.C(=O)([O-])O.[Na+], predict the reaction product. The product is: [Cl:30][C:31]1[CH:36]=[CH:35][C:34]([CH2:37][C:38]([N:1]2[CH2:5][CH2:4][C@H:3]([NH:6][C:7]3[N:16]=[C:15]([N:17]4[CH2:18][CH2:19][N:20]([C:23]([O:25][C:26]([CH3:29])([CH3:28])[CH3:27])=[O:24])[CH2:21][CH2:22]4)[C:14]4[C:9](=[CH:10][CH:11]=[CH:12][CH:13]=4)[N:8]=3)[CH2:2]2)=[O:39])=[CH:33][CH:32]=1. (6) Given the reactants [CH3:1][C:2]1[CH:7]=[C:6]([C:8]([F:11])([F:10])[F:9])[CH:5]=[CH:4][C:3]=1[NH:12][CH:13]1[CH2:16][N:15]([C:17](OC(C)(C)C)=O)[CH2:14]1.ClC1[N:34]=[CH:33][C:32]([Cl:35])=[CH:31][C:26]=1[C:27]([O:29][CH3:30])=[O:28], predict the reaction product. The product is: [Cl:35][C:32]1[CH:33]=[N:34][C:17]([N:15]2[CH2:14][CH:13]([NH:12][C:3]3[CH:4]=[CH:5][C:6]([C:8]([F:9])([F:10])[F:11])=[CH:7][C:2]=3[CH3:1])[CH2:16]2)=[C:26]([CH:31]=1)[C:27]([O:29][CH3:30])=[O:28].